The task is: Predict the reaction yield, written as a fraction of the theoretical maximum amount of product (1.0 means a 100% yield; for example, 0.34 means a 34% yield).. This data is from Reaction yield outcomes from USPTO patents with 853,638 reactions. (1) The reactants are Br[C:2]1[CH:10]=[CH:9][CH:8]=[C:7]2[C:3]=1[C:4]1([C:24]3[C:15](=[CH:16][C:17]4[O:22][CH2:21][CH2:20][O:19][C:18]=4[CH:23]=3)[O:14][CH2:13]1)[C:5](=[O:12])[N:6]2[CH3:11].[OH:25][C:26]1[CH:31]=[CH:30][CH:29]=[CH:28][N:27]=1.C(=O)([O-])[O-].[K+].[K+].OC1C=CC=C2C=1N=CC=C2. The catalyst is CS(C)=O.ClCCl.[Cu]I. The product is [CH3:11][N:6]1[C:7]2[C:3](=[C:2]([N:27]3[CH:28]=[CH:29][CH:30]=[CH:31][C:26]3=[O:25])[CH:10]=[CH:9][CH:8]=2)[C:4]2([C:24]3[C:15](=[CH:16][C:17]4[O:22][CH2:21][CH2:20][O:19][C:18]=4[CH:23]=3)[O:14][CH2:13]2)[C:5]1=[O:12]. The yield is 0.0300. (2) The reactants are Cl.[CH3:2][C@@H:3]1[CH2:8][NH:7][C@@H:6]([CH3:9])[CH2:5][N:4]1[C:10]1[CH:11]=[C:12]2[C:21](=[CH:22][C:23]=1[C:24]1[CH:29]=[CH:28][CH:27]=[CH:26][C:25]=1[F:30])[O:20][CH2:19][C:18]1[N:13]2[C@H:14]([CH3:32])[C:15](=[O:31])[NH:16][N:17]=1.C=O.[BH3-][C:36]#N.[Na+].C([O-])(O)=O.[Na+]. The catalyst is CC(O)=O.CO. The product is [F:30][C:25]1[CH:26]=[CH:27][CH:28]=[CH:29][C:24]=1[C:23]1[CH:22]=[C:21]2[C:12]([N:13]3[C:18]([CH2:19][O:20]2)=[N:17][NH:16][C:15](=[O:31])[C@H:14]3[CH3:32])=[CH:11][C:10]=1[N:4]1[CH2:5][C@H:6]([CH3:9])[N:7]([CH3:36])[CH2:8][C@H:3]1[CH3:2]. The yield is 0.600. (3) The reactants are [C:1]([O:5][C:6]([N:8]1[CH2:11][CH:10]([C:12](O)=[O:13])[CH2:9]1)=[O:7])([CH3:4])([CH3:3])[CH3:2]. The catalyst is O1CCCC1. The product is [C:1]([O:5][C:6]([N:8]1[CH2:11][CH:10]([CH2:12][OH:13])[CH2:9]1)=[O:7])([CH3:4])([CH3:3])[CH3:2]. The yield is 0.980. (4) The product is [F:16][C:17]1[CH:18]=[CH:19][C:20]2[N:21]([C:23]([C:26]3[N:28]=[C:9]([F:12])[C:4]([C:5]([F:6])([F:7])[F:8])=[C:3]([O:13][CH3:14])[N:27]=3)=[CH:24][N:25]=2)[CH:22]=1. The catalyst is C(Cl)Cl. The reactants are O.F[C:3]([O:13][CH3:14])=[C:4]([C:9]([F:12])(F)F)[C:5]([F:8])([F:7])[F:6].Cl.[F:16][C:17]1[CH:18]=[CH:19][C:20]2[N:21]([C:23]([C:26](=[NH:28])[NH2:27])=[CH:24][N:25]=2)[CH:22]=1.[OH-].[Na+]. The yield is 0.150. (5) The reactants are [H-].[Na+].[S:3](Cl)([C:6]1[CH:12]=[CH:11][C:9]([CH3:10])=[CH:8][CH:7]=1)(=[O:5])=[O:4].[F:14][C:15]([F:26])([F:25])[C:16]1[CH:17]=[C:18]2[CH:24]=[CH:23][NH:22][C:19]2=[N:20][CH:21]=1. The catalyst is C1COCC1. The product is [F:26][C:15]([F:14])([F:25])[C:16]1[CH:17]=[C:18]2[CH:24]=[CH:23][N:22]([S:3]([C:6]3[CH:12]=[CH:11][C:9]([CH3:10])=[CH:8][CH:7]=3)(=[O:5])=[O:4])[C:19]2=[N:20][CH:21]=1. The yield is 0.920. (6) The reactants are [C:9](O[C:9]([O:11][C:12]([CH3:15])([CH3:14])[CH3:13])=[O:10])([O:11][C:12]([CH3:15])([CH3:14])[CH3:13])=[O:10].Cl.[CH3:17][O:18][C:19](=[O:27])[C@@H:20]([NH2:26])[C@H:21]([N:23]=[N+:24]=[N-:25])[CH3:22].CCN(C(C)C)C(C)C. The catalyst is CC(O)C. The product is [CH3:17][O:18][C:19](=[O:27])[C@@H:20]([NH:26][C:9]([O:11][C:12]([CH3:13])([CH3:14])[CH3:15])=[O:10])[C@H:21]([N:23]=[N+:24]=[N-:25])[CH3:22]. The yield is 0.650. (7) The reactants are [Br:1][C:2]1[C:3]([N:21]2[CH2:26][CH2:25][CH2:24][C@@H:23]([NH:27]C(=O)OC(C)(C)C)[CH2:22]2)=[C:4]2[C:10]([NH:11][C:12]([C:14]3([C:17]([F:20])([F:19])[F:18])[CH2:16][CH2:15]3)=[O:13])=[CH:9][NH:8][C:5]2=[N:6][CH:7]=1.[ClH:35]. The yield is 0.940. The product is [ClH:35].[NH2:27][C@@H:23]1[CH2:24][CH2:25][CH2:26][N:21]([C:3]2[C:2]([Br:1])=[CH:7][N:6]=[C:5]3[NH:8][CH:9]=[C:10]([NH:11][C:12]([C:14]4([C:17]([F:18])([F:19])[F:20])[CH2:16][CH2:15]4)=[O:13])[C:4]=23)[CH2:22]1. The catalyst is C(O)(C(F)(F)F)=O.CO.CCOCC. (8) The reactants are [CH2:1]([O:8][C:9]1[CH:10]=[C:11]2[C:15](=[CH:16][CH:17]=1)[NH:14][CH:13]=[CH:12]2)[C:2]1[CH:7]=[CH:6][CH:5]=[CH:4][CH:3]=1.Br[CH2:19][CH2:20][C:21]1[CH:26]=[CH:25][CH:24]=[CH:23][CH:22]=1.[OH-].[K+]. The catalyst is CS(C)=O.O. The product is [CH2:1]([O:8][C:9]1[CH:10]=[C:11]2[C:15](=[CH:16][CH:17]=1)[N:14]([CH2:19][CH2:20][C:21]1[CH:26]=[CH:25][CH:24]=[CH:23][CH:22]=1)[CH:13]=[CH:12]2)[C:2]1[CH:3]=[CH:4][CH:5]=[CH:6][CH:7]=1. The yield is 0.430.